Dataset: Catalyst prediction with 721,799 reactions and 888 catalyst types from USPTO. Task: Predict which catalyst facilitates the given reaction. (1) Reactant: [O:1]1[CH2:6][CH2:5][N:4]([C:7]2[C:12]([NH:13][C:14]3[C:23]4[C:18](=[CH:19][C:20]([F:25])=[CH:21][C:22]=4[F:24])[N:17]=[C:16]([C:26]4[CH:31]=[CH:30][CH:29]=[CH:28][N:27]=4)[C:15]=3[CH3:32])=[CH:11][C:10]([N:33]3[CH2:38][CH2:37][O:36][CH2:35][CH2:34]3)=[CH:9][N:8]=2)[CH2:3][CH2:2]1.I[CH2:40][CH3:41].[H-].[Na+].O. Product: [N:4]1([C:7]2[C:12]([N:13]([CH2:40][CH3:41])[C:14]3[C:23]4[C:18](=[CH:19][C:20]([F:25])=[CH:21][C:22]=4[F:24])[N:17]=[C:16]([C:26]4[CH:31]=[CH:30][CH:29]=[CH:28][N:27]=4)[C:15]=3[CH3:32])=[CH:11][C:10]([N:33]3[CH2:38][CH2:37][O:36][CH2:35][CH2:34]3)=[CH:9][N:8]=2)[CH2:5][CH2:6][O:1][CH2:2][CH2:3]1. The catalyst class is: 9. (2) Reactant: [Br:1][C:2]1C=C[C:5]2[C:11]3[CH:12]=[CH:13][C:14](Br)=[CH:15][C:10]=3[CH2:9]O[CH2:7][C:6]=2[CH:17]=1.C([Sn](CCCC)(CCCC)[CH:23]=[CH:24][O:25][CH2:26][CH3:27])CCC.[OH2:36].C1C(=O)N([Br:44])C(=O)C1.[O:45]1[CH2:50][CH2:49]OCC1. Product: [Br:1][CH2:2][C:17]([C:6]1[CH:5]=[CH:11][C:12]2[C:13]3[CH:14]=[CH:15][C:10]([C:50](=[O:45])[CH2:49][Br:44])=[CH:9][C:23]=3[CH2:24][O:25][CH2:26][C:27]=2[CH:7]=1)=[O:36]. The catalyst class is: 235. (3) Reactant: [CH2:1]([O:8][C:9]1[C:18]([CH:19]=[O:20])=[C:17]2[C:12]([C:13](=[O:32])[C:14]([CH3:31])=[C:15]([CH:21]3[CH2:26][CH2:25][N:24]([C:27](=[O:30])[CH2:28][CH3:29])[CH2:23][CH2:22]3)[O:16]2)=[CH:11][CH:10]=1)[C:2]1[CH:7]=[CH:6][CH:5]=[CH:4][CH:3]=1.CC(=CC)C.O.O.P([O-])(O)(O)=[O:41].[Na+].Cl([O-])=O.[Na+].Cl. Product: [CH2:1]([O:8][C:9]1[C:18]([C:19]([OH:41])=[O:20])=[C:17]2[C:12]([C:13](=[O:32])[C:14]([CH3:31])=[C:15]([CH:21]3[CH2:26][CH2:25][N:24]([C:27](=[O:30])[CH2:28][CH3:29])[CH2:23][CH2:22]3)[O:16]2)=[CH:11][CH:10]=1)[C:2]1[CH:7]=[CH:6][CH:5]=[CH:4][CH:3]=1. The catalyst class is: 878. (4) Reactant: [Cl:1][C:2]1[CH:3]=[C:4]([CH:9]2[CH2:13][N:12]([C:14]([N:16]3[CH2:21][CH2:20][N:19]([S:22]([CH3:25])(=[O:24])=[O:23])[CH2:18][CH2:17]3)=[O:15])[CH2:11][CH:10]2[C:26](=[O:28])[CH3:27])[CH:5]=[CH:6][C:7]=1[Cl:8].[Li+].[BH4-]. Product: [Cl:1][C:2]1[CH:3]=[C:4]([CH:9]2[CH:10]([CH:26]([OH:28])[CH3:27])[CH2:11][N:12]([C:14]([N:16]3[CH2:17][CH2:18][N:19]([S:22]([CH3:25])(=[O:23])=[O:24])[CH2:20][CH2:21]3)=[O:15])[CH2:13]2)[CH:5]=[CH:6][C:7]=1[Cl:8]. The catalyst class is: 5. (5) Reactant: [F:1][C:2]([F:32])([F:31])[C:3]1[CH:26]=[C:25]([C:27]([F:30])([F:29])[F:28])[CH:24]=[CH:23][C:4]=1[CH2:5][O:6][C:7]1[CH:12]=[CH:11][C:10](/[CH:13]=[C:14]2/[C:15](=S)[NH:16][C:17](=[O:19])[S:18]/2)=[CH:9][C:8]=1[O:21][CH3:22].[CH2:33]([N:35]([CH2:39][CH3:40])[CH2:36][CH2:37][NH2:38])[CH3:34]. Product: [F:32][C:2]([F:1])([F:31])[C:3]1[CH:26]=[C:25]([C:27]([F:28])([F:30])[F:29])[CH:24]=[CH:23][C:4]=1[CH2:5][O:6][C:7]1[CH:12]=[CH:11][C:10](/[CH:13]=[C:14]2/[C:15]([NH:38][CH2:37][CH2:36][N:35]([CH2:39][CH3:40])[CH2:33][CH3:34])=[N:16][C:17](=[O:19])[S:18]/2)=[CH:9][C:8]=1[O:21][CH3:22]. The catalyst class is: 5. (6) Reactant: [NH:1]([C:11]1[CH:19]=[CH:18][CH:17]=[CH:16][C:12]=1[C:13]([OH:15])=O)[C:2]1[CH:10]=[CH:9][CH:8]=[CH:7][C:3]=1[C:4]([OH:6])=[O:5]. Product: [C:4]([C:3]1[C:2]2[NH:1][C:11]3[C:12](=[CH:16][CH:17]=[CH:18][CH:19]=3)[C:13](=[O:15])[C:10]=2[CH:9]=[CH:8][CH:7]=1)([OH:6])=[O:5]. The catalyst class is: 286.